From a dataset of Catalyst prediction with 721,799 reactions and 888 catalyst types from USPTO. Predict which catalyst facilitates the given reaction. (1) Reactant: C(N(P(N(C(C)C)C(C)C)(Cl)([O-])[O-])C(C)C)(C)C.[O:19]([CH2:26][C:27]([NH:29][C:30]1[C:31]2[N:32]=[CH:33][N:34]([C:66]=2[N:67]=[CH:68][N:69]=1)[C@@H:35]1[O:65][C@H:39]([CH2:40][O:41][C:42]([C:59]2[CH:64]=[CH:63][CH:62]=[CH:61][CH:60]=2)([C:51]2[CH:56]=[CH:55][C:54]([O:57][CH3:58])=[CH:53][CH:52]=2)[C:43]2[CH:48]=[CH:47][C:46]([O:49][CH3:50])=[CH:45][CH:44]=2)[C@@H:37]([OH:38])[CH2:36]1)=[O:28])[C:20]1[CH:25]=[CH:24][CH:23]=[CH:22][CH:21]=1.C(N(C(C)C)C(C)C)C.C(O[C@@H]1[C@@H](OC(=O)C)[C@@H](OC(=O)C)[C@@H](COC(=O)C)O[C@H]1OCCOCCO)(=O)C.N1C=NN=N1.O(CC(NC1C2N=CN(C=2N=CN=1)[C@@H]1O[C@H](COC(C2C=CC=CC=2)(C2C=CC(OC)=CC=2)C2C=CC(OC)=CC=2)[C@@H]([O:133][P:134]([N:166]([CH:170]([CH3:172])[CH3:171])[CH:167]([CH3:169])[CH3:168])([O:136][CH2:137][CH2:138][O:139][CH2:140][CH2:141][O:142][C@@H:143]2[O:160][C@H:159]([CH2:161][O:162][C:163](=[O:165])[CH3:164])[C@@H:154]([O:155][C:156](=[O:158])[CH3:157])[C@H:149]([O:150][C:151](=[O:153])[CH3:152])[C@H:144]2[O:145][C:146](=[O:148])[CH3:147])=O)C1)=O)C1C=CC=CC=1. Product: [O:19]([CH2:26][C:27]([NH:29][C:30]1[C:31]2[N:32]=[CH:33][N:34]([C:66]=2[N:67]=[CH:68][N:69]=1)[C@@H:35]1[O:65][C@H:39]([CH2:40][O:41][C:42]([C:59]2[CH:60]=[CH:61][CH:62]=[CH:63][CH:64]=2)([C:51]2[CH:56]=[CH:55][C:54]([O:57][CH3:58])=[CH:53][CH:52]=2)[C:43]2[CH:48]=[CH:47][C:46]([O:49][CH3:50])=[CH:45][CH:44]=2)[C@@H:37]([O:38][P:134]([N:166]([CH:170]([CH3:172])[CH3:171])[CH:167]([CH3:168])[CH3:169])([O:136][CH2:137][CH2:138][O:139][CH2:140][CH2:141][O:142][C@@H:143]2[O:160][C@H:159]([CH2:161][O:162][C:163](=[O:165])[CH3:164])[C@H:154]([O:155][C:156](=[O:158])[CH3:157])[C@H:149]([O:150][C:151](=[O:153])[CH3:152])[C@H:144]2[O:145][C:146](=[O:148])[CH3:147])=[O:133])[CH2:36]1)=[O:28])[C:20]1[CH:21]=[CH:22][CH:23]=[CH:24][CH:25]=1. The catalyst class is: 4. (2) Reactant: [Cl:1][C:2]1[C:3]([F:22])=[C:4]([NH:9][C:10]([C:12]2[N:16]([CH3:17])[CH:15]=[C:14]([S:18](Cl)(=[O:20])=[O:19])[CH:13]=2)=[O:11])[CH:5]=[CH:6][C:7]=1[F:8].ClC1C(F)=C(C=CC=1F)N.[F:33][C:34]([F:39])([F:38])[C@H:35]([NH2:37])[CH3:36]. Product: [Cl:1][C:2]1[C:3]([F:22])=[C:4]([NH:9][C:10]([C:12]2[N:16]([CH3:17])[CH:15]=[C:14]([S:18](=[O:20])(=[O:19])[NH:37][C@H:35]([CH3:36])[C:34]([F:39])([F:38])[F:33])[CH:13]=2)=[O:11])[CH:5]=[CH:6][C:7]=1[F:8]. The catalyst class is: 23. (3) Reactant: [C:1]([C:5]1[CH:17]=[CH:16][C:15]2[C:14]3[C:9](=[CH:10][C:11]([C:18]([CH3:21])([CH3:20])[CH3:19])=[CH:12][CH:13]=3)[CH2:8][C:7]=2[CH:6]=1)([CH3:4])([CH3:3])[CH3:2].CCCCCC.C([Li])CCC.[CH:33]1([C:39]2[C:43](=C)[CH:42]=[CH:41][CH:40]=2)[CH2:38][CH2:37][CH2:36][CH2:35][CH2:34]1. Product: [CH:39]1([C:33]2([C:10]3[C:9]4[CH2:8][C:7]5[C:15](=[CH:16][CH:17]=[C:5]([C:1]([CH3:4])([CH3:3])[CH3:2])[CH:6]=5)[C:14]=4[CH:13]=[CH:12][C:11]=3[C:18]([CH3:21])([CH3:20])[CH3:19])[CH2:38][CH2:37][CH2:36][CH2:35][CH2:34]2)[CH:40]=[CH:41][CH:42]=[CH:43]1. The catalyst class is: 90. (4) Reactant: [CH2:1]([O:8][CH2:9][C@@H:10]1[CH2:15][CH2:14][C@H:13]([CH2:16][NH:17]C(=O)OCC2C=CC=CC=2)[CH2:12][CH2:11]1)[C:2]1[CH:7]=[CH:6][CH:5]=[CH:4][CH:3]=1.[OH-].[K+].Cl. Product: [CH2:1]([O:8][CH2:9][C@@H:10]1[CH2:15][CH2:14][C@H:13]([CH2:16][NH2:17])[CH2:12][CH2:11]1)[C:2]1[CH:7]=[CH:6][CH:5]=[CH:4][CH:3]=1. The catalyst class is: 14. (5) Reactant: [Cl:1][C:2]1[C:3](CC2C=CC(C#N)=CC=2O)=[C:4]([CH:8]=[C:9]([NH:11][C:12](=[O:16])[CH:13]([CH3:15])[CH3:14])[CH:10]=1)[C:5]([NH2:7])=[O:6].[C:27](=[O:30])([O-])[O-].[Cs+].[Cs+].I[CH2:34][C:35]([NH2:37])=[O:36]. Product: [C:35]([CH2:34][O:30][C:27]1[CH:8]=[C:4]([C:5]#[N:7])[CH:3]=[CH:2][C:10]=1[CH2:9][NH:7][C:5](=[O:6])[C:4]1[CH:8]=[C:9]([NH:11][C:12](=[O:16])[CH:13]([CH3:14])[CH3:15])[CH:10]=[C:2]([Cl:1])[CH:3]=1)(=[O:36])[NH2:37]. The catalyst class is: 10. (6) Reactant: [CH3:1][O:2][C:3]1[CH:8]=[C:7]([O:9][CH3:10])[C:6]([CH:11]([CH3:13])[CH3:12])=[CH:5][C:4]=1[C:14]1[N:15]([C:20]2[CH:21]=[C:22]3[C:26](=[CH:27][CH:28]=2)[N:25]([CH3:29])[CH:24]=[CH:23]3)[C:16]([NH2:19])=[N:17][N:18]=1.Br[C:31]1[CH:32]=[C:33]2[C:38](=[CH:39][CH:40]=1)[N:37]=[CH:36][CH:35]=[CH:34]2.C(=O)([O-])[O-].[Cs+].[Cs+].CC1(C)C2C(=C(P(C3C=CC=CC=3)C3C=CC=CC=3)C=CC=2)OC2C(P(C3C=CC=CC=3)C3C=CC=CC=3)=CC=CC1=2. Product: [CH:11]([C:6]1[C:7]([O:9][CH3:10])=[CH:8][C:3]([O:2][CH3:1])=[C:4]([C:14]2[N:15]([C:20]3[CH:21]=[C:22]4[C:26](=[CH:27][CH:28]=3)[N:25]([CH3:29])[CH:24]=[CH:23]4)[C:16]([NH:19][C:31]3[CH:32]=[C:33]4[C:38](=[CH:39][CH:40]=3)[N:37]=[CH:36][CH:35]=[CH:34]4)=[N:17][N:18]=2)[CH:5]=1)([CH3:13])[CH3:12]. The catalyst class is: 102. (7) Product: [Br:1][C:2]1[S:3][C:4]([C:15]([OH:17])=[O:16])=[C:5]([C:7]2[CH:8]=[CH:9][C:10]([O:13][CH3:14])=[CH:11][CH:12]=2)[N:6]=1. The catalyst class is: 24. Reactant: [Br:1][C:2]1[S:3][C:4]([C:15]([O:17]C)=[O:16])=[C:5]([C:7]2[CH:12]=[CH:11][C:10]([O:13][CH3:14])=[CH:9][CH:8]=2)[N:6]=1.O.[OH-].[Li+].